Dataset: Reaction yield outcomes from USPTO patents with 853,638 reactions. Task: Predict the reaction yield, written as a fraction of the theoretical maximum amount of product (1.0 means a 100% yield; for example, 0.34 means a 34% yield). (1) The reactants are C(O[BH-](OC(=O)C)OC(=O)C)(=O)C.[Na+].[CH3:15][C:16]1[CH:21]=[C:20]([C:22]2[C:30]3[C:25](=[CH:26][CH:27]=[C:28]([C:31]([NH:33][C@H:34]4[CH2:39][NH:38][C@H:37]([C:40]([O:42][CH3:43])=[O:41])[CH2:36][CH2:35]4)=[O:32])[CH:29]=3)[NH:24][N:23]=2)[CH:19]=[CH:18][N:17]=1.[F:44][C:45]1[CH:52]=[CH:51][CH:50]=[C:49]([O:53][CH3:54])[C:46]=1[CH:47]=O. The catalyst is CO. The product is [F:44][C:45]1[CH:52]=[CH:51][CH:50]=[C:49]([O:53][CH3:54])[C:46]=1[CH2:47][N:38]1[CH2:39][C@H:34]([NH:33][C:31]([C:28]2[CH:29]=[C:30]3[C:25](=[CH:26][CH:27]=2)[NH:24][N:23]=[C:22]3[C:20]2[CH:19]=[CH:18][N:17]=[C:16]([CH3:15])[CH:21]=2)=[O:32])[CH2:35][CH2:36][C@H:37]1[C:40]([O:42][CH3:43])=[O:41]. The yield is 0.740. (2) The reactants are [CH3:1][S:2]([C:4]1[CH:9]=[CH:8][C:7](B(O)O)=[CH:6][CH:5]=1)=[O:3].Br[C:14]1[CH:19]=[CH:18][C:17]([O:20][CH2:21][CH:22]2[CH2:27][CH2:26][N:25]([C:28]([O:30][CH:31]([CH3:33])[CH3:32])=[O:29])[CH2:24][CH2:23]2)=[CH:16][CH:15]=1. No catalyst specified. The product is [CH3:1][S:2]([C:4]1[CH:9]=[CH:8][C:7]([C:14]2[CH:15]=[CH:16][C:17]([O:20][CH2:21][CH:22]3[CH2:23][CH2:24][N:25]([C:28]([O:30][CH:31]([CH3:33])[CH3:32])=[O:29])[CH2:26][CH2:27]3)=[CH:18][CH:19]=2)=[CH:6][CH:5]=1)=[O:3]. The yield is 0.160. (3) The reactants are [NH:1]1[C:5]2=[N:6][CH:7]=[CH:8][CH:9]=[C:4]2[C:3]([C:10]([O:12][CH3:13])=[O:11])=[N:2]1.C([O-])(=O)C.[Na+].[Br:19]Br.O. The catalyst is C(O)(=O)C. The product is [Br:19][C:8]1[CH:9]=[C:4]2[C:3]([C:10]([O:12][CH3:13])=[O:11])=[N:2][NH:1][C:5]2=[N:6][CH:7]=1. The yield is 0.300. (4) The reactants are CC1C=CC(S(O[CH2:12][CH2:13][CH2:14][CH2:15][C:16]2[C:24]3[C:19](=[CH:20][CH:21]=[C:22]([Cl:25])[CH:23]=3)[NH:18][CH:17]=2)(=O)=O)=CC=1.[CH3:26][C:27]1[CH:32]=[C:31]([CH3:33])[N:30]=[C:29]([N:34]2[CH2:39][CH2:38][NH:37][CH2:36][CH2:35]2)[N:28]=1.C(=O)([O-])[O-].[K+].[K+].[I-].[K+]. The catalyst is C(#N)C. The product is [Cl:25][C:22]1[CH:23]=[C:24]2[C:19](=[CH:20][CH:21]=1)[NH:18][CH:17]=[C:16]2[CH2:15][CH2:14][CH2:13][CH2:12][N:37]1[CH2:38][CH2:39][N:34]([C:29]2[N:28]=[C:27]([CH3:26])[CH:32]=[C:31]([CH3:33])[N:30]=2)[CH2:35][CH2:36]1. The yield is 0.630. (5) The product is [OH:28][CH2:27][CH2:26][C@H:25]([NH:24][C:7](=[O:9])[C:6]1[CH:10]=[C:11]([C:14]#[C:15][C:16]2[CH:21]=[CH:20][CH:19]=[CH:18][C:17]=2[O:22][CH3:23])[CH:12]=[CH:13][C:5]=1[O:4][CH:1]([CH3:2])[CH3:3])[CH2:29][C:30]1[C:38]2[C:33](=[CH:34][CH:35]=[CH:36][CH:37]=2)[NH:32][CH:31]=1. The yield is 0.650. The reactants are [CH:1]([O:4][C:5]1[CH:13]=[CH:12][C:11]([C:14]#[C:15][C:16]2[CH:21]=[CH:20][CH:19]=[CH:18][C:17]=2[O:22][CH3:23])=[CH:10][C:6]=1[C:7]([OH:9])=O)([CH3:3])[CH3:2].[NH2:24][C@H:25]([CH2:29][C:30]1[C:38]2[C:33](=[CH:34][CH:35]=[CH:36][CH:37]=2)[NH:32][CH:31]=1)[CH2:26][CH2:27][OH:28].C1C=C2N=NN(O)C2=CC=1.O.C(Cl)CCl. The catalyst is CN(C=O)C.O. (6) The reactants are [Cl:1][C:2]1[CH:3]=[C:4]([CH:11]=[CH:12][CH:13]=1)[CH2:5][CH:6]([C:9]#[N:10])[C:7]#[N:8].C(=O)([O-])[O-].[K+].[K+].Br[CH2:21][CH2:22][Cl:23]. The catalyst is CN(C)C=O. The product is [Cl:1][C:2]1[CH:3]=[C:4]([CH:11]=[CH:12][CH:13]=1)[CH2:5][C:6]([CH2:21][CH2:22][Cl:23])([C:7]#[N:8])[C:9]#[N:10]. The yield is 0.230. (7) The reactants are Cl.[F:2][C:3]1[CH:8]=[CH:7][C:6](CN)=[C:5]([N:11]2[CH:15]=[N:14][CH:13]=[N:12]2)[CH:4]=1.FC1C=CC([C:21]#[N:22])=C(N2C=NC=N2)C=1.Cl. The catalyst is C(O)C.[Pd]. The product is [N:11]1([C:5]2[CH:6]=[CH:7][C:8]([C:21]#[N:22])=[C:3]([F:2])[CH:4]=2)[CH:15]=[N:14][CH:13]=[N:12]1. The yield is 0.990.